Predict the reactants needed to synthesize the given product. From a dataset of Full USPTO retrosynthesis dataset with 1.9M reactions from patents (1976-2016). (1) Given the product [CH2:1]([NH:4][C:5]1[S:6][C:7]([CH2:10][NH:12][C:13]2[S:14][C:15]([CH2:18][NH:19][C:20]3[S:21][CH:22]=[C:23]([C:25]4[CH:30]=[CH:29][C:28]([CH3:31])=[CH:27][CH:26]=4)[N:24]=3)=[CH:16][N:17]=2)=[CH:8][N:9]=1)[CH2:2][CH3:3], predict the reactants needed to synthesize it. The reactants are: [CH2:1]([NH:4][C:5]1[S:6][C:7]([C:10]([NH:12][C:13]2[S:14][C:15]([C:18](=O)[NH:19][C:20]3[S:21][CH:22]=[C:23]([C:25]4[CH:30]=[CH:29][C:28]([CH3:31])=[CH:27][CH:26]=4)[N:24]=3)=[CH:16][N:17]=2)=O)=[CH:8][N:9]=1)[CH2:2][CH3:3]. (2) Given the product [O:1]=[CH:2][C@@H:3]([C@H:5]([C@@H:7]([C@@H:9]([CH2:11][OH:12])[OH:10])[OH:8])[OH:6])[OH:4].[C:13]([OH:18])(=[O:17])[CH:14]([CH3:16])[OH:15], predict the reactants needed to synthesize it. The reactants are: [OH:1][CH2:2][C:3]([C@H:5]([C@@H:7]([C@@H:9]([CH2:11][OH:12])[OH:10])[OH:8])[OH:6])=[O:4].[C:13]([OH:18])(=[O:17])[CH:14]([CH3:16])[OH:15]. (3) Given the product [Cl:16][C:13]1[CH:12]=[CH:11][C:10]([Se:9][C:20]#[C:19][C:21]2[CH:30]=[CH:29][C:28]3[C:27]([CH3:32])([CH3:31])[CH2:26][CH2:25][C:24]([CH3:34])([CH3:33])[C:23]=3[CH:22]=2)=[CH:15][CH:14]=1, predict the reactants needed to synthesize it. The reactants are: [Cl:16][C:13]1[CH:14]=[CH:15][C:10]([Se:9][Se:9][C:10]2[CH:15]=[CH:14][C:13]([Cl:16])=[CH:12][CH:11]=2)=[CH:11][CH:12]=1.BrBr.[C:19]([C:21]1[CH:22]=[C:23]2[C:28](=[CH:29][CH:30]=1)[C:27]([CH3:32])([CH3:31])[CH2:26][CH2:25][C:24]2([CH3:34])[CH3:33])#[CH:20]. (4) Given the product [C:1]([N:4]1[CH2:9][CH2:8][N:7]([CH2:10][C:11]([NH:13][C:14]2[CH:19]=[C:18]([C:24]3[CH:23]=[C:22]([F:21])[CH:27]=[C:26]([F:28])[CH:25]=3)[CH:17]=[CH:16][N:15]=2)=[O:12])[CH2:6][CH2:5]1)(=[O:3])[CH3:2], predict the reactants needed to synthesize it. The reactants are: [C:1]([N:4]1[CH2:9][CH2:8][N:7]([CH2:10][C:11]([NH:13][C:14]2[CH:19]=[C:18](Br)[CH:17]=[CH:16][N:15]=2)=[O:12])[CH2:6][CH2:5]1)(=[O:3])[CH3:2].[F:21][C:22]1[CH:23]=[C:24](B(O)O)[CH:25]=[C:26]([F:28])[CH:27]=1. (5) Given the product [Br:14][CH2:9][C:4]1[CH:5]=[N:6][CH:7]=[CH:8][C:3]=1[C:2]([F:12])([F:11])[F:1], predict the reactants needed to synthesize it. The reactants are: [F:1][C:2]([F:12])([F:11])[C:3]1[CH:8]=[CH:7][N:6]=[CH:5][C:4]=1[CH2:9]O.P(Br)(Br)[Br:14].O. (6) Given the product [CH3:1][C:2]1[CH:6]=[C:5]([N:7]2[CH2:11][CH2:10][N:9]([CH2:12][CH2:13][O:14][C:31]3[CH:36]=[CH:35][CH:34]=[CH:33][CH:32]=3)[C:8]2=[O:25])[S:4][C:3]=1[C:26]([O:28][CH2:29][CH3:30])=[O:27], predict the reactants needed to synthesize it. The reactants are: [CH3:1][C:2]1[CH:6]=[C:5]([N:7]2[CH2:11][CH2:10][N:9]([CH2:12][CH2:13][O:14]S(C3C=CC(C)=CC=3)(=O)=O)[C:8]2=[O:25])[S:4][C:3]=1[C:26]([O:28][CH2:29][CH3:30])=[O:27].[C:31]1(O)[CH:36]=[CH:35][CH:34]=[CH:33][CH:32]=1.C(=O)([O-])[O-].[K+].[K+]. (7) Given the product [C:1]([O:5][C:6]([NH:8][C@H:9]([C:25]([O:27][CH3:28])=[O:26])[CH2:10][C:11]1[CH:16]=[CH:15][C:14]([B:29]2[O:33][C:32]([CH3:35])([CH3:34])[C:31]([CH3:37])([CH3:36])[O:30]2)=[CH:13][CH:12]=1)=[O:7])([CH3:4])([CH3:3])[CH3:2], predict the reactants needed to synthesize it. The reactants are: [C:1]([O:5][C:6]([NH:8][C@H:9]([C:25]([O:27][CH3:28])=[O:26])[CH2:10][C:11]1[CH:16]=[CH:15][C:14](OS(C(F)(F)F)(=O)=O)=[CH:13][CH:12]=1)=[O:7])([CH3:4])([CH3:3])[CH3:2].[B:29]1([B:29]2[O:33][C:32]([CH3:35])([CH3:34])[C:31]([CH3:37])([CH3:36])[O:30]2)[O:33][C:32]([CH3:35])([CH3:34])[C:31]([CH3:37])([CH3:36])[O:30]1.C([O-])(=O)C.[K+]. (8) Given the product [Cl:24][C:19]1[CH:20]=[CH:21][CH:22]=[CH:23][C:18]=1[N:6]1[C:7]([C:11]2[CH:12]=[CH:13][C:14]([Cl:17])=[CH:15][CH:16]=2)=[C:8]([O:9][CH3:10])[C:4]([C:1]([CH:27]=[CH2:28])=[O:3])=[N:5]1, predict the reactants needed to synthesize it. The reactants are: [C:1]([C:4]1[C:8]([O:9][CH3:10])=[C:7]([C:11]2[CH:16]=[CH:15][C:14]([Cl:17])=[CH:13][CH:12]=2)[N:6]([C:18]2[CH:23]=[CH:22][CH:21]=[CH:20][C:19]=2[Cl:24])[N:5]=1)([OH:3])=O.C[Li].[CH:27]([Mg]Br)=[CH2:28].Cl. (9) Given the product [N+:35]([C:30]1[CH:31]=[CH:32][CH:33]=[CH:34][C:29]=1[CH2:28][CH2:27][N:11]1[CH2:12][CH2:13][N:8]([C:14]2[C:18]3[CH:19]=[CH:20][CH:21]=[CH:22][C:17]=3[S:16][N:15]=2)[CH2:9][CH2:10]1)([O-:37])=[O:36], predict the reactants needed to synthesize it. The reactants are: C(=O)([O-])[O-].[K+].[K+].Cl.[N:8]1([C:14]2[C:18]3[CH:19]=[CH:20][CH:21]=[CH:22][C:17]=3[S:16][N:15]=2)[CH2:13][CH2:12][NH:11][CH2:10][CH2:9]1.S(C1C=CC(C)=CC=1)(O[CH2:27][CH2:28][C:29]1[CH:34]=[CH:33][CH:32]=[CH:31][C:30]=1[N+:35]([O-:37])=[O:36])(=O)=O.C1OCCOCCOCCOCCOCCOC1. (10) Given the product [CH3:20][S:17]([C:14]1[CH:15]=[CH:16][C:10]2[N:9]=[C:8]([C:5]3[CH:6]=[CH:7][C:2]([B:21]([OH:25])[OH:22])=[CH:3][CH:4]=3)[NH:12][C:11]=2[CH:13]=1)(=[O:19])=[O:18], predict the reactants needed to synthesize it. The reactants are: Br[C:2]1[CH:7]=[CH:6][C:5]([C:8]2[NH:12][C:11]3[CH:13]=[C:14]([S:17]([CH3:20])(=[O:19])=[O:18])[CH:15]=[CH:16][C:10]=3[N:9]=2)=[CH:4][CH:3]=1.[B:21]1(B2OC(C)(C)C(C)(C)O2)[O:25]C(C)(C)C(C)(C)[O:22]1.C([O-])(=O)C.[K+].